This data is from Peptide-MHC class II binding affinity with 134,281 pairs from IEDB. The task is: Regression. Given a peptide amino acid sequence and an MHC pseudo amino acid sequence, predict their binding affinity value. This is MHC class II binding data. (1) The peptide sequence is KTMVKKWRDVPYLTK. The MHC is DRB1_1301 with pseudo-sequence DRB1_1301. The binding affinity (normalized) is 0.756. (2) The peptide sequence is TKKYFAATQFEPLAA. The MHC is HLA-DQA10401-DQB10402 with pseudo-sequence HLA-DQA10401-DQB10402. The binding affinity (normalized) is 0.488. (3) The peptide sequence is LINTIIFLKTNNWHA. The MHC is DRB1_0901 with pseudo-sequence DRB1_0901. The binding affinity (normalized) is 0.207. (4) The peptide sequence is LWTALISLTCSNTIF. The MHC is DRB1_1302 with pseudo-sequence DRB1_1302. The binding affinity (normalized) is 0.951. (5) The peptide sequence is AAATAGTTLYGAFAA. The MHC is HLA-DQA10102-DQB10602 with pseudo-sequence HLA-DQA10102-DQB10602. The binding affinity (normalized) is 0.830. (6) The peptide sequence is PEVKYTVFETALKKAITAMS. The MHC is HLA-DQA10101-DQB10501 with pseudo-sequence HLA-DQA10101-DQB10501. The binding affinity (normalized) is 0.344.